This data is from Catalyst prediction with 721,799 reactions and 888 catalyst types from USPTO. The task is: Predict which catalyst facilitates the given reaction. (1) Reactant: C([N:8]1[CH2:17][C:16]([CH3:19])([CH3:18])[C:15]2[N:14]=[C:13]([Cl:20])[CH:12]=[CH:11][C:10]=2[CH2:9]1)C1C=CC=CC=1.[CH:21]([Mg]Cl)([CH3:23])[CH3:22]. Product: [ClH:20].[CH:21]([C:13]1[CH:12]=[CH:11][C:10]2[CH2:9][NH:8][CH2:17][C:16]([CH3:18])([CH3:19])[C:15]=2[N:14]=1)([CH3:23])[CH3:22]. The catalyst class is: 1. (2) Reactant: [F:1][C:2]1[CH:10]=[CH:9][C:8]([S:11](=[O:14])(=[O:13])[NH2:12])=[CH:7][C:3]=1[C:4]([OH:6])=O.CN(C(ON1N=NC2C=CC=NC1=2)=[N+](C)C)C.F[P-](F)(F)(F)(F)F.Cl.[CH3:40][O:41][C:42](=[O:45])[CH2:43][NH2:44].CN1CCOCC1. Product: [F:1][C:2]1[CH:10]=[CH:9][C:8]([S:11](=[O:14])(=[O:13])[NH2:12])=[CH:7][C:3]=1[C:4]([NH:44][CH2:43][C:42]([O:41][CH3:40])=[O:45])=[O:6]. The catalyst class is: 735. (3) Reactant: F[B-](F)(F)F.[CH2:6]([O+](CC)CC)[CH3:7].[CH3:13][O:14][C:15]1[CH:24]=[C:23]2[C:18]([C:19]([O:26][C@H:27]3[CH2:31][N:30]([C:32]([O:34][C:35]([CH3:38])([CH3:37])[CH3:36])=[O:33])[C@H:29]([C:39]([O:41][CH3:42])=[O:40])[CH2:28]3)=[CH:20][C:21](=[O:25])[NH:22]2)=[CH:17][C:16]=1[CH:43]=[CH2:44].CCN(C(C)C)C(C)C.C([O-])(O)=O.[Na+]. Product: [CH2:6]([O:25][C:21]1[CH:20]=[C:19]([O:26][C@H:27]2[CH2:31][N:30]([C:32]([O:34][C:35]([CH3:38])([CH3:37])[CH3:36])=[O:33])[C@H:29]([C:39]([O:41][CH3:42])=[O:40])[CH2:28]2)[C:18]2[C:23](=[CH:24][C:15]([O:14][CH3:13])=[C:16]([CH:43]=[CH2:44])[CH:17]=2)[N:22]=1)[CH3:7]. The catalyst class is: 2. (4) Reactant: CON(C(C)=O)[C:4](=[O:6])[CH3:5].[N:10]1([C:15]2[CH:16]=[C:17]([C:21]3([NH:27][CH2:28][CH:29]([OH:41])[CH:30]([NH2:40])[CH2:31][C:32]4[CH:37]=[C:36]([F:38])[CH:35]=[C:34]([F:39])[CH:33]=4)[CH2:23][CH:22]3[CH:24]([CH3:26])[CH3:25])[CH:18]=[CH:19][CH:20]=2)[CH:14]=[CH:13][CH:12]=[N:11]1.C(N(CC)CC)C. Product: [N:10]1([C:15]2[CH:16]=[C:17]([C:21]3([NH:27][CH2:28][CH:29]([OH:41])[CH:30]([NH:40][C:4](=[O:6])[CH3:5])[CH2:31][C:32]4[CH:33]=[C:34]([F:39])[CH:35]=[C:36]([F:38])[CH:37]=4)[CH2:23][CH:22]3[CH:24]([CH3:25])[CH3:26])[CH:18]=[CH:19][CH:20]=2)[CH:14]=[CH:13][CH:12]=[N:11]1. The catalyst class is: 2. (5) Reactant: [C:1]([C:5]1[CH:15]=[CH:14][C:8]([O:9][CH2:10][C:11]([OH:13])=O)=[CH:7][CH:6]=1)([CH3:4])([CH3:3])[CH3:2].[NH2:16][C:17]1[CH:18]=[C:19]([CH:23]=[CH:24][CH:25]=1)[C:20]([NH2:22])=[O:21].C1C=CC2N(O)N=NC=2C=1.CCN(C(C)C)C(C)C.C(Cl)CCl. Product: [C:1]([C:5]1[CH:6]=[CH:7][C:8]([O:9][CH2:10][C:11]([NH:16][C:17]2[CH:18]=[C:19]([CH:23]=[CH:24][CH:25]=2)[C:20]([NH2:22])=[O:21])=[O:13])=[CH:14][CH:15]=1)([CH3:2])([CH3:3])[CH3:4]. The catalyst class is: 121. (6) Reactant: [CH2:1]([N:8]1[C:15](=[O:16])[CH:14]2[CH:10](NN=[C:13]2[C:17]([O:19][CH2:20][CH3:21])=[O:18])[C:9]1=[O:22])[C:2]1[CH:7]=[CH:6][CH:5]=[CH:4][CH:3]=1. Product: [CH2:1]([N:8]1[C:15](=[O:16])[CH:14]2[CH:10]([CH:13]2[C:17]([O:19][CH2:20][CH3:21])=[O:18])[C:9]1=[O:22])[C:2]1[CH:7]=[CH:6][CH:5]=[CH:4][CH:3]=1. The catalyst class is: 28. (7) Reactant: [F:1][C:2]1[CH:7]=[CH:6][C:5]([O:8][CH3:9])=[CH:4][C:3]=1[C:10]1[CH:15]=[CH:14][C:13]([O:16][CH2:17][C:18]2[CH:23]=[CH:22][C:21]([O:24][CH3:25])=[CH:20][CH:19]=2)=[CH:12][C:11]=1[CH:26]([OH:30])[CH:27]([CH3:29])[CH3:28].C(N(CC)CC)C.Cl. Product: [F:1][C:2]1[CH:7]=[CH:6][C:5]([O:8][CH3:9])=[CH:4][C:3]=1[C:10]1[CH:15]=[CH:14][C:13]([O:16][CH2:17][C:18]2[CH:23]=[CH:22][C:21]([O:24][CH3:25])=[CH:20][CH:19]=2)=[CH:12][C:11]=1[C:26](=[O:30])[CH:27]([CH3:28])[CH3:29]. The catalyst class is: 16.